The task is: Regression. Given two drug SMILES strings and cell line genomic features, predict the synergy score measuring deviation from expected non-interaction effect.. This data is from NCI-60 drug combinations with 297,098 pairs across 59 cell lines. (1) Drug 1: COC1=C(C=C2C(=C1)N=CN=C2NC3=CC(=C(C=C3)F)Cl)OCCCN4CCOCC4. Drug 2: CCC1(C2=C(COC1=O)C(=O)N3CC4=CC5=C(C=CC(=C5CN(C)C)O)N=C4C3=C2)O.Cl. Cell line: KM12. Synergy scores: CSS=21.6, Synergy_ZIP=-9.49, Synergy_Bliss=-7.62, Synergy_Loewe=-4.99, Synergy_HSA=-3.24. (2) Drug 1: CC(C)CN1C=NC2=C1C3=CC=CC=C3N=C2N. Drug 2: C1C(C(OC1N2C=NC3=C2NC=NCC3O)CO)O. Cell line: A549. Synergy scores: CSS=-2.03, Synergy_ZIP=0.569, Synergy_Bliss=-0.735, Synergy_Loewe=-3.21, Synergy_HSA=-3.50.